From a dataset of Forward reaction prediction with 1.9M reactions from USPTO patents (1976-2016). Predict the product of the given reaction. (1) Given the reactants [NH:1]1[C:5]2[CH:6]=[CH:7][CH:8]=[CH:9][C:4]=2[N:3]=[C:2]1[CH:10]1[CH2:15][CH2:14][CH2:13][CH:12]([NH:16][C:17]([C:19]2[CH:28]=[CH:27][C:22]3[O:23][CH2:24][CH2:25][O:26][C:21]=3[CH:20]=2)=[O:18])[CH2:11]1.Br[CH2:30][CH2:31][C:32]#[N:33].C(=O)([O-])[O-].[K+].[K+], predict the reaction product. The product is: [C:32]([CH2:31][CH2:30][N:1]1[C:5]2[CH:6]=[CH:7][CH:8]=[CH:9][C:4]=2[N:3]=[C:2]1[CH:10]1[CH2:15][CH2:14][CH2:13][CH:12]([NH:16][C:17]([C:19]2[CH:28]=[CH:27][C:22]3[O:23][CH2:24][CH2:25][O:26][C:21]=3[CH:20]=2)=[O:18])[CH2:11]1)#[N:33]. (2) The product is: [CH2:12]([C:11]1[NH:9][C:7](=[O:8])[C:6]2[C:2]([CH3:1])=[N:3][S:4][C:5]=2[N:10]=1)[CH:13]([CH3:15])[CH3:14]. Given the reactants [CH3:1][C:2]1[C:6]([C:7]([NH2:9])=[O:8])=[C:5]([NH:10][C:11](=O)[CH2:12][CH:13]([CH3:15])[CH3:14])[S:4][N:3]=1, predict the reaction product. (3) Given the reactants Br[C:2]1[CH:9]=[CH:8][C:5]([C:6]#[N:7])=[C:4](F)[CH:3]=1.[NH:11]1[CH2:15][CH2:14][CH2:13][CH2:12]1.CCN(C(C)C)C(C)C.NC1C=CC=CC=1.Cl.[C:33]([N:41]1[CH2:46][CH2:45][NH:44][CH2:43][CH2:42]1)(=[O:40])[C:34]1[CH:39]=[CH:38][CH:37]=[CH:36][CH:35]=1.C([O-])([O-])=O.[Cs+].[Cs+].C1C=CC(P(C2C(C3C(P(C4C=CC=CC=4)C4C=CC=CC=4)=CC=C4C=3C=CC=C4)=C3C(C=CC=C3)=CC=2)C2C=CC=CC=2)=CC=1, predict the reaction product. The product is: [C:33]([N:41]1[CH2:46][CH2:45][N:44]([C:2]2[CH:9]=[CH:8][C:5]([C:6]#[N:7])=[C:4]([N:11]3[CH2:15][CH2:14][CH2:13][CH2:12]3)[CH:3]=2)[CH2:43][CH2:42]1)(=[O:40])[C:34]1[CH:39]=[CH:38][CH:37]=[CH:36][CH:35]=1. (4) Given the reactants [OH:1][C:2]1[CH:3]=[C:4]2[C:9](=[CH:10][CH:11]=1)[CH:8]=[C:7]([CH:12]=O)[CH:6]=[CH:5]2.[NH:14]1[CH2:19][CH2:18][CH:17]([C:20]([O:22][CH2:23][CH3:24])=[O:21])[CH2:16][CH2:15]1.[BH-](OC(C)=O)(OC(C)=O)OC(C)=O.[Na+].CC1C=CC(S(O)(=O)=O)=CC=1, predict the reaction product. The product is: [OH:1][C:2]1[CH:3]=[C:4]2[C:9](=[CH:10][CH:11]=1)[CH:8]=[C:7]([CH2:12][N:14]1[CH2:19][CH2:18][CH:17]([C:20]([O:22][CH2:23][CH3:24])=[O:21])[CH2:16][CH2:15]1)[CH:6]=[CH:5]2. (5) Given the reactants Cl.[F:2][C:3]([F:39])([F:38])[C:4]1[CH:5]=[C:6]([C@H:14]([O:16][C@H:17]2[CH2:22][CH2:21][N:20]([C:23]([C@H:25]3[CH2:30][CH2:29][C@H:28]([NH2:31])[CH2:27][CH2:26]3)=[O:24])[CH2:19][C@H:18]2[C:32]2[CH:37]=[CH:36][CH:35]=[CH:34][CH:33]=2)[CH3:15])[CH:7]=[C:8]([C:10]([F:13])([F:12])[F:11])[CH:9]=1.Cl[C:41]([O:43][CH3:44])=[O:42], predict the reaction product. The product is: [F:39][C:3]([F:2])([F:38])[C:4]1[CH:5]=[C:6]([C@H:14]([O:16][C@H:17]2[CH2:22][CH2:21][N:20]([C:23]([C@H:25]3[CH2:26][CH2:27][C@H:28]([NH:31][C:41](=[O:42])[O:43][CH3:44])[CH2:29][CH2:30]3)=[O:24])[CH2:19][C@H:18]2[C:32]2[CH:33]=[CH:34][CH:35]=[CH:36][CH:37]=2)[CH3:15])[CH:7]=[C:8]([C:10]([F:12])([F:11])[F:13])[CH:9]=1. (6) Given the reactants [C:1]([CH2:3][C:4]([NH:6][NH2:7])=[O:5])#[N:2].CS(O)(=O)=O.[CH3:13][CH:14](O)[CH3:15], predict the reaction product. The product is: [CH:14]([O:5][C:4]1[CH:3]=[C:1]([NH2:2])[NH:7][N:6]=1)([CH3:15])[CH3:13]. (7) Given the reactants [CH2:1]([OH:6])[CH:2]([OH:5])[CH2:3][CH3:4].[Na].[O:8]1[CH:10]([CH2:11][CH3:12])[CH2:9]1.S(=O)(=O)(O)O, predict the reaction product. The product is: [OH:5][CH:2]([CH2:3][CH3:4])[CH2:1][O:6][CH2:9][CH:10]([OH:8])[CH2:11][CH3:12].